From a dataset of Forward reaction prediction with 1.9M reactions from USPTO patents (1976-2016). Predict the product of the given reaction. (1) Given the reactants [O:1]1[C:6]2=[CH:7][C:8]3[NH:14][C:13](=O)[C:12]4[CH:16]=[CH:17][CH:18]=[CH:19][C:11]=4[S:10][C:9]=3[CH:20]=[C:5]2[O:4][CH2:3][CH2:2]1.[NH:21]1[CH2:26][CH2:25][NH:24][CH2:23][CH2:22]1, predict the reaction product. The product is: [N:21]1([C:13]2[C:12]3[CH:16]=[CH:17][CH:18]=[CH:19][C:11]=3[S:10][C:9]3[CH:20]=[C:5]4[O:4][CH2:3][CH2:2][O:1][C:6]4=[CH:7][C:8]=3[N:14]=2)[CH2:26][CH2:25][NH:24][CH2:23][CH2:22]1. (2) Given the reactants [NH2:1][C:2]1[C:3]([C:14]([OH:16])=O)=[N:4][C:5]2[C:10]([CH:11]=1)=[CH:9][CH:8]=[C:7]([CH2:12][CH3:13])[CH:6]=2.[NH2:17][C:18]1[CH:19]=[N:20][CH:21]=[CH:22][C:23]=1[CH:24]1[CH2:29][CH2:28][CH2:27][CH:26]([N:30]2C(=O)C3C(=CC=CC=3)C2=O)[CH2:25]1.CN(C(ON1N=NC2C=CC=NC1=2)=[N+](C)C)C.F[P-](F)(F)(F)(F)F.CCN(C(C)C)C(C)C.[OH-].[Na+].NN, predict the reaction product. The product is: [NH2:1][C:2]1[C:3]([C:14]([NH:17][C:18]2[CH:19]=[N:20][CH:21]=[CH:22][C:23]=2[CH:24]2[CH2:29][CH2:28][CH2:27][CH:26]([NH2:30])[CH2:25]2)=[O:16])=[N:4][C:5]2[C:10]([CH:11]=1)=[CH:9][CH:8]=[C:7]([CH2:12][CH3:13])[CH:6]=2. (3) The product is: [S:14]1[CH:10]=[CH:11][C:12]2[CH:18]=[CH:17][CH:16]=[CH:15][C:13]1=2. Given the reactants C(OC1C=CC([C:10]2[S:14][C:13]3[CH:15]=[C:16](OCC)[CH:17]=[CH:18][C:12]=3[CH:11]=2)=CC=1)C.COC1C=C(C=C(OC)C=1OC)C(Cl)=O.[Al+3].[Cl-].[Cl-].[Cl-].O, predict the reaction product. (4) The product is: [F:15][C:16]1[CH:21]=[CH:20][C:19]([C:2]2[N:7]=[N:6][C:5]([NH2:8])=[N:4][C:3]=2[C:9]2[CH:14]=[CH:13][CH:12]=[CH:11][CH:10]=2)=[CH:18][CH:17]=1. Given the reactants Br[C:2]1[N:7]=[N:6][C:5]([NH2:8])=[N:4][C:3]=1[C:9]1[CH:14]=[CH:13][CH:12]=[CH:11][CH:10]=1.[F:15][C:16]1[CH:21]=[CH:20][C:19](B(O)O)=[CH:18][CH:17]=1, predict the reaction product. (5) Given the reactants [C:1]([O:5][C:6]([N:8]1[CH2:13][CH2:12][CH2:11][C:10]([NH2:18])([CH:14]([CH3:17])[CH2:15]O)[CH2:9]1)=[O:7])([CH3:4])([CH3:3])[CH3:2].C1(P(C2C=CC=CC=2)C2C=CC=CC=2)C=CC=CC=1.C(Br)(Br)(Br)Br.Cl[C:44]([O:46][CH2:47][C:48]1[CH:53]=[CH:52][CH:51]=[CH:50][CH:49]=1)=[O:45].C(=O)(O)[O-].[Na+], predict the reaction product. The product is: [C:1]([O:5][C:6]([N:8]1[CH2:13][CH2:12][CH2:11][C:10]2([N:18]([C:44]([O:46][CH2:47][C:48]3[CH:53]=[CH:52][CH:51]=[CH:50][CH:49]=3)=[O:45])[CH2:15][CH:14]2[CH3:17])[CH2:9]1)=[O:7])([CH3:4])([CH3:3])[CH3:2]. (6) Given the reactants [Cl:1][C:2]1[N:7]=[C:6]([C:8]2[NH:9][C:10]3[C:15]([CH:16]=2)=[C:14]([F:17])[CH:13]=[CH:12][CH:11]=3)[C:5]([OH:18])=[CH:4][CH:3]=1.Cl.[OH-].[Na+], predict the reaction product. The product is: [Cl:1][C:2]1[N:7]=[C:6]([CH:8]2[CH2:16][C:15]3[C:10](=[CH:11][CH:12]=[CH:13][C:14]=3[F:17])[NH:9]2)[C:5]([OH:18])=[CH:4][CH:3]=1. (7) Given the reactants [CH2:1]([O:3][C:4]1[CH:9]=[CH:8][C:7]([C:10]2[CH:15]=[CH:14][N:13]=[C:12](Cl)[N:11]=2)=[CH:6][CH:5]=1)[CH3:2].[NH2:17][CH2:18][CH2:19][C:20]1[CH:25]=[CH:24][C:23]([OH:26])=[C:22]([O:27][CH3:28])[CH:21]=1, predict the reaction product. The product is: [CH2:1]([O:3][C:4]1[CH:9]=[CH:8][C:7]([C:10]2[CH:15]=[CH:14][N:13]=[C:12]([NH:17][CH2:18][CH2:19][C:20]3[CH:25]=[CH:24][C:23]([OH:26])=[C:22]([O:27][CH3:28])[CH:21]=3)[N:11]=2)=[CH:6][CH:5]=1)[CH3:2]. (8) Given the reactants [F:1][C@H:2]1[CH2:6][CH2:5][N:4]([C:7]([NH:9][CH:10]2[CH2:15][CH:14]([CH3:16])[CH2:13][CH:12]([NH:17][C:18]3[C:23]([F:24])=[CH:22][N:21]=[C:20]([C:25]4[C:33]5[C:28](=[N:29][CH:30]=[C:31]([F:34])[CH:32]=5)[N:27](S(C5C=CC(C)=CC=5)(=O)=O)[CH:26]=4)[N:19]=3)[CH2:11]2)=[O:8])[CH2:3]1.C[O-].[Na+], predict the reaction product. The product is: [F:1][C@H:2]1[CH2:6][CH2:5][N:4]([C:7]([NH:9][C@@H:10]2[CH2:15][C@H:14]([CH3:16])[CH2:13][C@H:12]([NH:17][C:18]3[C:23]([F:24])=[CH:22][N:21]=[C:20]([C:25]4[C:33]5[C:28](=[N:29][CH:30]=[C:31]([F:34])[CH:32]=5)[NH:27][CH:26]=4)[N:19]=3)[CH2:11]2)=[O:8])[CH2:3]1. (9) Given the reactants [N:1]1([C:6]2[CH:14]=[CH:13][C:9](C(O)=O)=[CH:8][CH:7]=2)[CH:5]=[CH:4][CH:3]=[N:2]1.C([N:17]([CH2:20]C)CC)C.C1(P(N=[N+]=[N-])(C2C=CC=CC=2)=[O:29])C=CC=CC=1.Cl.Cl.[CH3:41][O:42][CH2:43][C@H:44]1[C@H:53]2[CH2:54][CH2:55][N:56]([C:57]([C@H:59]3[CH2:64][CH2:63][CH2:62][CH2:61][C@H:60]3[NH2:65])=[O:58])[C@H:52]2[C:51]2[CH:50]=[CH:49][CH:48]=[CH:47][C:46]=2[NH:45]1, predict the reaction product. The product is: [CH3:41][O:42][CH2:43][C@H:44]1[C@H:53]2[CH2:54][CH2:55][N:56]([C:57]([C@H:59]3[CH2:64][CH2:63][CH2:62][CH2:61][C@H:60]3[NH:65][C:20]([NH:17][C:9]3[CH:8]=[CH:7][C:6]([N:1]4[CH:5]=[CH:4][CH:3]=[N:2]4)=[CH:14][CH:13]=3)=[O:29])=[O:58])[C@H:52]2[C:51]2[CH:50]=[CH:49][CH:48]=[CH:47][C:46]=2[NH:45]1.